The task is: Predict the product of the given reaction.. This data is from Forward reaction prediction with 1.9M reactions from USPTO patents (1976-2016). (1) The product is: [CH2:11]([NH:18][CH2:19][CH2:20][NH:21][C:5]1[N:4]=[N:3][C:2]([Cl:1])=[C:7]([CH3:8])[C:6]=1[CH3:9])[C:12]1[CH:17]=[CH:16][CH:15]=[CH:14][CH:13]=1. Given the reactants [Cl:1][C:2]1[N:3]=[N:4][C:5](Cl)=[C:6]([CH3:9])[C:7]=1[CH3:8].[CH2:11]([NH:18][CH2:19][CH2:20][NH2:21])[C:12]1[CH:17]=[CH:16][CH:15]=[CH:14][CH:13]=1.C(N(C(C)C)CC)(C)C.O, predict the reaction product. (2) Given the reactants [NH:1]([C:11]([O:13]C(C)(C)C)=O)[C@H:2]([C:8]([OH:10])=O)[CH2:3][CH2:4][C:5](=[O:7])[OH:6].C1C=CC=CC=1.C=[O:25].[C:26]1([CH3:36])[CH:31]=CC(S(O)(=O)=O)=C[CH:27]=1.CC[O:39][CH2:40]C, predict the reaction product. The product is: [C:26]([O:25][C:40]([C@H:11]1[NH:1][CH:2]([CH2:3][CH2:4][C:5]([OH:6])=[O:7])[C:8](=[O:10])[O:13]1)=[O:39])([CH3:36])([CH3:31])[CH3:27].